This data is from CYP2D6 inhibition data for predicting drug metabolism from PubChem BioAssay. The task is: Regression/Classification. Given a drug SMILES string, predict its absorption, distribution, metabolism, or excretion properties. Task type varies by dataset: regression for continuous measurements (e.g., permeability, clearance, half-life) or binary classification for categorical outcomes (e.g., BBB penetration, CYP inhibition). Dataset: cyp2d6_veith. (1) The drug is NCCCCCCNS(=O)(=O)c1cccc2ccccc12. The result is 0 (non-inhibitor). (2) The molecule is COc1cc([C@H]2c3cc4c(cc3[C@@H](O[C@@H]3O[C@H]5CO[C@@H](C)O[C@]5(O)C[C@H]3O)[C@@H]3COC(=O)[C@H]23)OCO4)cc(OC)c1O. The result is 0 (non-inhibitor). (3) The compound is C#CCN(C)[C@H](C)Cc1ccccc1. The result is 0 (non-inhibitor). (4) The compound is CN1CCc2cccc3c2[C@@H]1Cc1ccc(O)c(O)c1-3.CN1CCc2cccc3c2[C@@H]1Cc1ccc(O)c(O)c1-3.Cl.Cl.O. The result is 0 (non-inhibitor). (5) The drug is CCC[C@@H]1C[C@@]1(CCC)C(NP(=O)(c1ccccc1)c1ccccc1)c1ccc(Cl)cc1. The result is 1 (inhibitor). (6) The drug is CCCCC(=O)Nc1ccc(C(=O)NNC(=O)CCc2ccccc2)cc1. The result is 0 (non-inhibitor). (7) The compound is CCCCN(C)Cc1c(C)[nH]c2ccc(Cl)cc2c1=O. The result is 1 (inhibitor). (8) The drug is CC(C)c1ccc(C(=O)CC2(O)C(=O)N(CN3CCOCC3)c3ccccc32)cc1. The result is 0 (non-inhibitor).